Dataset: Catalyst prediction with 721,799 reactions and 888 catalyst types from USPTO. Task: Predict which catalyst facilitates the given reaction. (1) Reactant: [CH3:1][O:2][C:3]1[CH:8]=[CH:7][CH:6]=[C:5]([O:9][CH3:10])[C:4]=1[CH3:11].[Br:12]Br. Product: [Br:12][C:8]1[CH:7]=[CH:6][C:5]([O:9][CH3:10])=[C:4]([CH3:11])[C:3]=1[O:2][CH3:1]. The catalyst class is: 411. (2) Reactant: [C:1]([O:5][C:6]([N:8]1[CH2:12][C@@H:11]([CH2:13][N:14]([CH:31]([CH3:33])[CH3:32])[C:15](=[O:30])[C:16]2[CH:21]=[CH:20][C:19]([O:22][CH3:23])=[C:18]([O:24][CH2:25][CH2:26][CH2:27][O:28][CH3:29])[CH:17]=2)[C@H:10]([NH2:34])[CH2:9]1)=[O:7])([CH3:4])([CH3:3])[CH3:2].[CH:35](=O)[C:36]1[CH:41]=[CH:40][CH:39]=[CH:38][CH:37]=1.[BH-](OC(C)=O)(OC(C)=O)OC(C)=O.[Na+]. Product: [C:1]([O:5][C:6]([N:8]1[CH2:12][C@H:11]([CH2:13][N:14]([CH:31]([CH3:32])[CH3:33])[C:15](=[O:30])[C:16]2[CH:21]=[CH:20][C:19]([O:22][CH3:23])=[C:18]([O:24][CH2:25][CH2:26][CH2:27][O:28][CH3:29])[CH:17]=2)[C@@H:10]([NH:34][CH2:35][C:36]2[CH:41]=[CH:40][CH:39]=[CH:38][CH:37]=2)[CH2:9]1)=[O:7])([CH3:3])([CH3:4])[CH3:2]. The catalyst class is: 279. (3) Reactant: C(Cl)(=O)C(Cl)=O.CS(C)=O.[C:11]([O:15][C:16]([N:18]1[CH2:22][C@H:21]([S:23][CH2:24][C:25]2[CH:30]=[CH:29][C:28]([O:31][CH3:32])=[CH:27][CH:26]=2)[CH2:20][C@H:19]1[CH2:33][OH:34])=[O:17])([CH3:14])([CH3:13])[CH3:12].CCN(C(C)C)C(C)C. Product: [C:11]([O:15][C:16]([N:18]1[CH2:22][C@H:21]([S:23][CH2:24][C:25]2[CH:30]=[CH:29][C:28]([O:31][CH3:32])=[CH:27][CH:26]=2)[CH2:20][C@H:19]1[CH:33]=[O:34])=[O:17])([CH3:14])([CH3:13])[CH3:12]. The catalyst class is: 2. (4) Reactant: C1(O[C:8](=[O:27])[NH:9][C:10]2[S:11][C:12]3[C:18]([CH:19]4[CH2:24][O:23][CH2:22][CH2:21][O:20]4)=[CH:17][CH:16]=[C:15]([O:25][CH3:26])[C:13]=3[N:14]=2)C=CC=CC=1.[OH:28][CH:29]1[CH2:34][CH2:33][NH:32][CH2:31][CH2:30]1.N1C=CC=CC=1. Product: [O:20]1[CH2:21][CH2:22][O:23][CH2:24][CH:19]1[C:18]1[C:12]2[S:11][C:10]([NH:9][C:8]([N:32]3[CH2:33][CH2:34][CH:29]([OH:28])[CH2:30][CH2:31]3)=[O:27])=[N:14][C:13]=2[C:15]([O:25][CH3:26])=[CH:16][CH:17]=1. The catalyst class is: 22. (5) Reactant: [Cl:1][C:2]1[C:7]([S:8](=[O:21])(=[O:20])[NH:9][C:10]2[CH:11]=[CH:12][C:13]3[CH2:17][O:16][B:15]([OH:18])[C:14]=3[CH:19]=2)=[CH:6][N:5]=[C:4]([NH:22]C(=O)C)[CH:3]=1. The catalyst class is: 632. Product: [NH2:22][C:4]1[N:5]=[CH:6][C:7]([S:8]([NH:9][C:10]2[CH:11]=[CH:12][C:13]3[CH2:17][O:16][B:15]([OH:18])[C:14]=3[CH:19]=2)(=[O:21])=[O:20])=[C:2]([Cl:1])[CH:3]=1. (6) Reactant: C(O)(C(F)(F)F)=O.[NH2:8][C:9](=[O:42])[CH2:10][C:11]1[CH:41]=[CH:40][CH:39]=[CH:38][C:12]=1[CH2:13][CH2:14][C:15]1[C:20]([CH3:21])=[CH:19][N:18]=[C:17]([NH:22][C:23]2[CH:37]=[CH:36][C:26]([CH2:27][NH:28]C(=O)OC(C)(C)C)=[CH:25][CH:24]=2)[N:16]=1. Product: [NH2:28][CH2:27][C:26]1[CH:25]=[CH:24][C:23]([NH:22][C:17]2[N:16]=[C:15]([CH2:14][CH2:13][C:12]3[CH:38]=[CH:39][CH:40]=[CH:41][C:11]=3[CH2:10][C:9]([NH2:8])=[O:42])[C:20]([CH3:21])=[CH:19][N:18]=2)=[CH:37][CH:36]=1. The catalyst class is: 2. (7) Reactant: [Cl:1]C1CC(=O)NC1=O.[F:9][C:10]1[N:15]=[C:14]([N:16]2[CH2:21][CH2:20][O:19][CH2:18][CH2:17]2)[CH:13]=[CH:12][CH:11]=1.O.C(Cl)Cl. Product: [Cl:1][C:11]1[CH:12]=[CH:13][C:14]([N:16]2[CH2:21][CH2:20][O:19][CH2:18][CH2:17]2)=[N:15][C:10]=1[F:9]. The catalyst class is: 10. (8) Reactant: [CH3:1][N:2]1[CH2:7][CH2:6][N:5]([C:8]2[N:13]=[CH:12][C:11]([C:14]3[N:15]=[C:16]([C:19]4([C:25]5[CH:33]=[CH:32][C:28]([C:29]([OH:31])=O)=[CH:27][CH:26]=5)[CH2:24][CH2:23][O:22][CH2:21][CH2:20]4)[S:17][CH:18]=3)=[CH:10][CH:9]=2)[CH2:4][CH2:3]1.CN(C([O:41][N:42]1N=NC2C=CC=NC1=2)=[N+](C)C)C.F[P-](F)(F)(F)(F)F.NO[Si](C(C)(C)C)(C)C. Product: [OH:41][NH:42][C:29](=[O:31])[C:28]1[CH:27]=[CH:26][C:25]([C:19]2([C:16]3[S:17][CH:18]=[C:14]([C:11]4[CH:12]=[N:13][C:8]([N:5]5[CH2:6][CH2:7][N:2]([CH3:1])[CH2:3][CH2:4]5)=[CH:9][CH:10]=4)[N:15]=3)[CH2:20][CH2:21][O:22][CH2:23][CH2:24]2)=[CH:33][CH:32]=1. The catalyst class is: 3. (9) Reactant: [C:1]([N:5]1[CH:9]=[C:8]([CH2:10][C:11]2([C:24]#[N:25])[CH2:16][CH2:15][N:14]([C:17]([O:19][C:20]([CH3:23])([CH3:22])[CH3:21])=[O:18])[CH2:13][CH2:12]2)[C:7]([C:26]([O:28]CC)=[O:27])=[N:6]1)([CH3:4])([CH3:3])[CH3:2].NC(N)=[O:33].OO. Product: [C:20]([O:19][C:17]([N:14]1[CH2:15][CH2:16][C:11]([CH2:10][C:8]2[C:7]([C:26]([OH:28])=[O:27])=[N:6][N:5]([C:1]([CH3:3])([CH3:4])[CH3:2])[CH:9]=2)([C:24](=[O:33])[NH2:25])[CH2:12][CH2:13]1)=[O:18])([CH3:23])([CH3:22])[CH3:21]. The catalyst class is: 273.